From a dataset of Forward reaction prediction with 1.9M reactions from USPTO patents (1976-2016). Predict the product of the given reaction. (1) Given the reactants [C:1]([C:4]1[C:5]([C:27]2[CH:32]=[CH:31][C:30]([C:33]([F:36])([F:35])[F:34])=[CH:29][CH:28]=2)=[CH:6][C:7]([CH2:10][NH:11][C:12]([C@@H:14]2[CH2:18][C@@H:17]([F:19])[CH2:16][N:15]2[C:20]([O:22][C:23]([CH3:26])([CH3:25])[CH3:24])=[O:21])=[O:13])=[N:8][CH:9]=1)(=O)[NH2:2].C(OC(C(F)(F)F)=O)(C(F)(F)F)=O, predict the reaction product. The product is: [C:1]([C:4]1[C:5]([C:27]2[CH:32]=[CH:31][C:30]([C:33]([F:34])([F:35])[F:36])=[CH:29][CH:28]=2)=[CH:6][C:7]([CH2:10][NH:11][C:12]([C@@H:14]2[CH2:18][C@@H:17]([F:19])[CH2:16][N:15]2[C:20]([O:22][C:23]([CH3:26])([CH3:25])[CH3:24])=[O:21])=[O:13])=[N:8][CH:9]=1)#[N:2]. (2) Given the reactants [CH3:1][C:2]1[CH:7]=[C:6]([CH3:8])[N:5]=[C:4]([N:9]2[CH2:16][CH2:15][C@H:14]3[C@H:11]([NH:12][CH2:13]3)[CH2:10]2)[N:3]=1.[F:17][C:18]1[C:19]([C:27]2[N:32]=[CH:31][CH:30]=[CH:29][N:28]=2)=[C:20]([CH:24]=[CH:25][CH:26]=1)[C:21](O)=[O:22].CN(C(ON1N=NC2C=CC=NC1=2)=[N+](C)C)C.F[P-](F)(F)(F)(F)F, predict the reaction product. The product is: [CH3:8][C:6]1[CH:7]=[C:2]([CH3:1])[N:3]=[C:4]([N:9]2[CH2:16][CH2:15][C@H:14]3[C@H:11]([N:12]([C:21]([C:20]4[CH:24]=[CH:25][CH:26]=[C:18]([F:17])[C:19]=4[C:27]4[N:28]=[CH:29][CH:30]=[CH:31][N:32]=4)=[O:22])[CH2:13]3)[CH2:10]2)[N:5]=1. (3) Given the reactants [C:1]([N:4]1[CH2:9][CH2:8][CH:7]([C:10]([OH:12])=O)[CH2:6][CH2:5]1)(=[O:3])[CH3:2].CN(C(ON1N=NC2C=CC=NC1=2)=[N+](C)C)C.F[P-](F)(F)(F)(F)F.CCN(C(C)C)C(C)C.[C:46]1([C@@H:52]2[NH:58][CH2:57][C:56]3[CH:59]=[CH:60][C:61]([C:63]([O:65][CH3:66])=[O:64])=[CH:62][C:55]=3[O:54][CH2:53]2)[CH:51]=[CH:50][CH:49]=[CH:48][CH:47]=1, predict the reaction product. The product is: [C:1]([N:4]1[CH2:5][CH2:6][CH:7]([C:10]([N:58]2[CH2:57][C:56]3[CH:59]=[CH:60][C:61]([C:63]([O:65][CH3:66])=[O:64])=[CH:62][C:55]=3[O:54][CH2:53][C@@H:52]2[C:46]2[CH:47]=[CH:48][CH:49]=[CH:50][CH:51]=2)=[O:12])[CH2:8][CH2:9]1)(=[O:3])[CH3:2]. (4) Given the reactants Cl[C:2]1[C:11]2[C:6](=[CH:7][CH:8]=[CH:9][CH:10]=2)[N:5]=[C:4]([CH3:12])[N:3]=1.[CH:13]([O:16][C:17]1[CH:22]=[CH:21][C:20]([NH2:23])=[CH:19][CH:18]=1)([CH3:15])[CH3:14], predict the reaction product. The product is: [CH:13]([O:16][C:17]1[CH:22]=[CH:21][C:20]([NH:23][C:2]2[C:11]3[C:6](=[CH:7][CH:8]=[CH:9][CH:10]=3)[N:5]=[C:4]([CH3:12])[N:3]=2)=[CH:19][CH:18]=1)([CH3:15])[CH3:14].